From a dataset of Full USPTO retrosynthesis dataset with 1.9M reactions from patents (1976-2016). Predict the reactants needed to synthesize the given product. (1) Given the product [CH3:30][O:31][CH2:32][CH2:33][N:34]([CH2:35][C:36]1[CH:48]=[CH:47][C:39]([O:40][CH2:41][C:42]([O:44][CH2:45][CH3:46])=[O:43])=[C:38]([CH3:49])[CH:37]=1)[C:5]1[N:10]=[C:9]([C:11]2[CH:16]=[CH:15][C:14]([C:17]([F:20])([F:19])[F:18])=[CH:13][CH:12]=2)[CH:8]=[CH:7][N:6]=1, predict the reactants needed to synthesize it. The reactants are: CS([C:5]1[N:10]=[C:9]([C:11]2[CH:16]=[CH:15][C:14]([C:17]([F:20])([F:19])[F:18])=[CH:13][CH:12]=2)[CH:8]=[CH:7][N:6]=1)(=O)=O.C(N(CC)C(C)C)(C)C.[CH3:30][O:31][CH2:32][CH2:33][NH:34][CH2:35][C:36]1[CH:48]=[CH:47][C:39]([O:40][CH2:41][C:42]([O:44][CH2:45][CH3:46])=[O:43])=[C:38]([CH3:49])[CH:37]=1. (2) Given the product [NH2:29][C:30]1[CH:31]=[CH:32][C:33]([C:34]([NH:6][C@H:3]([C:4]([OH:5])=[O:46])[C@@H:2]([CH3:1])[OH:24])=[O:36])=[CH:37][CH:38]=1, predict the reactants needed to synthesize it. The reactants are: [CH3:1][C@@H:2]([O:24]C(C)(C)C)[C@H:3]([NH:6]C(OCC1C2C(=CC=CC=2)C2C1=CC=CC=2)=O)[CH:4]=[O:5].[NH2:29][C:30]1[CH:38]=[CH:37][C:33]([C:34]([OH:36])=O)=[CH:32][CH:31]=1.CN(C([O:46]N1N=NC2C=CC=CC1=2)=[N+](C)C)C.[B-](F)(F)(F)F.C1C=CC2N(O)N=NC=2C=1.CCN(C(C)C)C(C)C. (3) Given the product [ClH:25].[CH3:1][C:2]1[CH:11]=[CH:10][CH:9]=[C:8]2[C:3]=1[CH:4]=[C:5]([CH:13]1[CH2:17][CH2:16][NH:15][CH2:14]1)[NH:6][C:7]2=[O:12], predict the reactants needed to synthesize it. The reactants are: [CH3:1][C:2]1[CH:11]=[CH:10][CH:9]=[C:8]2[C:3]=1[CH:4]=[C:5]([CH:13]1[CH2:17][CH2:16][N:15](C(OC(C)(C)C)=O)[CH2:14]1)[NH:6][C:7]2=[O:12].[ClH:25].O1CCOCC1. (4) The reactants are: [P:1]([O-:5])([O-:4])([O-:3])=[O:2].[K+].[K+].[K+]. Given the product [P:1]([O-:5])([O-:4])([O-:3])=[O:2].[P:1](=[O:2])([OH:5])([OH:4])[OH:3], predict the reactants needed to synthesize it. (5) Given the product [Cl:1][C:2]1[C:7]2[C:8](=[O:12])[NH:9][CH2:10][C:6]=2[C:5]([F:13])=[C:4]([Cl:14])[N:3]=1, predict the reactants needed to synthesize it. The reactants are: [Cl:1][C:2]1[C:7]2[C:8](=[O:12])[NH:9][CH:10](O)[C:6]=2[C:5]([F:13])=[C:4]([Cl:14])[N:3]=1.ClCCl.FC(F)(F)C(O)=O.C([SiH](CC)CC)C. (6) The reactants are: Cl[C:2](Cl)(Cl)[CH:3]([OH:5])O.S([O-])([O-])(=O)=O.[Na+].[Na+].S(O)(O)(=O)=O.[NH2:20][OH:21].[F:22][C:23]1[CH:24]=[C:25]([NH2:30])[CH:26]=[CH:27][C:28]=1[CH3:29].Cl. Given the product [F:22][C:23]1[CH:24]=[C:25]([NH:30][C:3](=[O:5])[CH:2]=[N:20][OH:21])[CH:26]=[CH:27][C:28]=1[CH3:29], predict the reactants needed to synthesize it.